Dataset: Catalyst prediction with 721,799 reactions and 888 catalyst types from USPTO. Task: Predict which catalyst facilitates the given reaction. (1) Reactant: C[O:2][C:3](=[O:22])[CH2:4][C:5]1[CH:14]=[C:13]([S:15]C(=O)N(C)C)[C:12]2[C:7](=[CH:8][CH:9]=[C:10]([F:21])[CH:11]=2)[CH:6]=1.[OH-].[K+].Cl. Product: [F:21][C:10]1[CH:11]=[C:12]2[C:7](=[CH:8][CH:9]=1)[CH:6]=[C:5]([CH2:4][C:3]([OH:22])=[O:2])[CH:14]=[C:13]2[SH:15]. The catalyst class is: 24. (2) Reactant: [O:1]([C:8]1[CH:13]=[CH:12][C:11]([C:14]2[C:15]([NH:21][CH2:22][CH:23]3[CH2:28][CH2:27][NH:26][CH2:25][CH2:24]3)=[N:16][CH:17]=[N:18][C:19]=2[NH2:20])=[CH:10][CH:9]=1)[C:2]1[CH:7]=[CH:6][CH:5]=[CH:4][CH:3]=1.C(=O)(O)[O-].[Na+].[C:34](Cl)(=[O:37])[CH:35]=[CH2:36]. Product: [C:34]([N:26]1[CH2:27][CH2:28][CH:23]([CH2:22][NH:21][C:15]2[C:14]([C:11]3[CH:12]=[CH:13][C:8]([O:1][C:2]4[CH:7]=[CH:6][CH:5]=[CH:4][CH:3]=4)=[CH:9][CH:10]=3)=[C:19]([NH2:20])[N:18]=[CH:17][N:16]=2)[CH2:24][CH2:25]1)(=[O:37])[CH:35]=[CH2:36]. The catalyst class is: 20. (3) Reactant: Cl.Cl.[N:3]1([CH2:8][C:9]([CH2:30][O:31][CH2:32][CH2:33][CH2:34][CH2:35][CH2:36][CH2:37][CH2:38][CH2:39][CH2:40][CH2:41][CH2:42][CH3:43])([CH2:16][O:17][CH2:18][CH2:19][CH2:20][CH2:21][CH2:22][CH2:23][CH2:24][CH2:25][CH2:26][CH2:27][CH2:28][CH3:29])[CH2:10][N:11]2[CH2:15][CH2:14][CH2:13][CH2:12]2)[CH2:7][CH2:6][CH2:5][CH2:4]1. Product: [N:3]1([CH2:8][C:9]([CH2:16][O:17][CH2:18][CH2:19][CH2:20][CH2:21][CH2:22][CH2:23][CH2:24][CH2:25][CH2:26][CH2:27][CH2:28][CH3:29])([CH2:30][O:31][CH2:32][CH2:33][CH2:34][CH2:35][CH2:36][CH2:37][CH2:38][CH2:39][CH2:40][CH2:41][CH2:42][CH3:43])[CH2:10][N:11]2[CH2:15][CH2:14][CH2:13][CH2:12]2)[CH2:4][CH2:5][CH2:6][CH2:7]1. The catalyst class is: 74. (4) Reactant: [H-].[Na+].[CH2:3]([OH:10])[C:4]1[CH:9]=[CH:8][CH:7]=[CH:6][CH:5]=1.Cl[C:12]1[N:17]=[C:16]([O:18][C:19]2[CH:20]=[C:21]([CH:24]=[C:25]([CH3:27])[CH:26]=2)[C:22]#[N:23])[C:15]([CH:28]([CH3:30])[CH3:29])=[C:14](Cl)[N:13]=1.C([O:35][CH2:36][CH3:37])(=O)C. Product: [CH2:3]([O:10][C:12]1[N:17]=[C:16]([O:18][C:19]2[CH:20]=[C:21]([CH:24]=[C:25]([CH3:27])[CH:26]=2)[C:22]#[N:23])[C:15]([CH:28]([CH3:30])[CH3:29])=[C:14]([O:35][CH2:36][C:37]2[CH:8]=[CH:9][CH:4]=[CH:5][CH:6]=2)[N:13]=1)[C:4]1[CH:9]=[CH:8][CH:7]=[CH:6][CH:5]=1. The catalyst class is: 1. (5) Reactant: [ClH:1].C(OC([N:9]1[CH2:16][CH:15]2[O:17][CH:11]([CH2:12][N:13]([CH2:18][CH2:19][NH:20][S:21]([C:24]3[CH:29]=[CH:28][C:27]([F:30])=[CH:26][CH:25]=3)(=[O:23])=[O:22])[CH2:14]2)[CH2:10]1)=O)(C)(C)C. Product: [ClH:1].[F:30][C:27]1[CH:28]=[CH:29][C:24]([S:21]([NH:20][CH2:19][CH2:18][N:13]2[CH2:14][CH:15]3[O:17][CH:11]([CH2:10][NH:9][CH2:16]3)[CH2:12]2)(=[O:23])=[O:22])=[CH:25][CH:26]=1. The catalyst class is: 12. (6) Reactant: FC(F)(F)C(O)=O.C(OC(=O)[NH:14][C:15]([CH3:44])([CH3:43])[CH2:16][C:17]1[NH:21][N:20]=[C:19]([C:22]2[N:26]3[CH:27]=[C:28]([CH3:41])[CH:29]=[C:30]([O:31][CH2:32][C:33]4[C:38]([F:39])=[CH:37][CH:36]=[CH:35][C:34]=4[F:40])[C:25]3=[N:24][C:23]=2[CH3:42])[CH:18]=1)(C)(C)C.C(C(C1NN=C(C2N3C=C(C)C=C(OCC4C(F)=CC=CC=4F)C3=NC=2C)C=1)C(NC(=O)[O-])(C)C)(C)(C)C. Product: [F:39][C:38]1[CH:37]=[CH:36][CH:35]=[C:34]([F:40])[C:33]=1[CH2:32][O:31][C:30]1[C:25]2[N:26]([C:22]([C:19]3[CH:18]=[C:17]([CH2:16][C:15]([CH3:44])([NH2:14])[CH3:43])[NH:21][N:20]=3)=[C:23]([CH3:42])[N:24]=2)[CH:27]=[C:28]([CH3:41])[CH:29]=1. The catalyst class is: 4.